From a dataset of NCI-60 drug combinations with 297,098 pairs across 59 cell lines. Regression. Given two drug SMILES strings and cell line genomic features, predict the synergy score measuring deviation from expected non-interaction effect. (1) Drug 1: C1CCC(C1)C(CC#N)N2C=C(C=N2)C3=C4C=CNC4=NC=N3. Drug 2: CN(C)C1=NC(=NC(=N1)N(C)C)N(C)C. Cell line: CCRF-CEM. Synergy scores: CSS=-9.35, Synergy_ZIP=2.05, Synergy_Bliss=-6.83, Synergy_Loewe=-12.1, Synergy_HSA=-10.7. (2) Drug 1: CC1=CC=C(C=C1)C2=CC(=NN2C3=CC=C(C=C3)S(=O)(=O)N)C(F)(F)F. Synergy scores: CSS=7.68, Synergy_ZIP=1.28, Synergy_Bliss=4.37, Synergy_Loewe=1.81, Synergy_HSA=2.44. Drug 2: CC1CCC2CC(C(=CC=CC=CC(CC(C(=O)C(C(C(=CC(C(=O)CC(OC(=O)C3CCCCN3C(=O)C(=O)C1(O2)O)C(C)CC4CCC(C(C4)OC)O)C)C)O)OC)C)C)C)OC. Cell line: A549. (3) Drug 1: C1=NC2=C(N1)C(=S)N=C(N2)N. Drug 2: CC=C1C(=O)NC(C(=O)OC2CC(=O)NC(C(=O)NC(CSSCCC=C2)C(=O)N1)C(C)C)C(C)C. Cell line: OVCAR-5. Synergy scores: CSS=63.1, Synergy_ZIP=-5.33, Synergy_Bliss=-7.46, Synergy_Loewe=-7.97, Synergy_HSA=-5.10. (4) Drug 1: CN(C)C1=NC(=NC(=N1)N(C)C)N(C)C. Drug 2: CCC1(CC2CC(C3=C(CCN(C2)C1)C4=CC=CC=C4N3)(C5=C(C=C6C(=C5)C78CCN9C7C(C=CC9)(C(C(C8N6C)(C(=O)OC)O)OC(=O)C)CC)OC)C(=O)OC)O.OS(=O)(=O)O. Cell line: SNB-75. Synergy scores: CSS=34.3, Synergy_ZIP=0.251, Synergy_Bliss=4.03, Synergy_Loewe=-30.3, Synergy_HSA=2.66. (5) Drug 1: C1=NC2=C(N=C(N=C2N1C3C(C(C(O3)CO)O)O)F)N. Drug 2: C1=NNC2=C1C(=O)NC=N2. Cell line: NCI-H460. Synergy scores: CSS=-0.714, Synergy_ZIP=1.38, Synergy_Bliss=2.90, Synergy_Loewe=-3.24, Synergy_HSA=-1.67. (6) Synergy scores: CSS=-12.8, Synergy_ZIP=10.7, Synergy_Bliss=11.1, Synergy_Loewe=-7.19, Synergy_HSA=-7.22. Cell line: CCRF-CEM. Drug 1: CC1=C(C=C(C=C1)C(=O)NC2=CC(=CC(=C2)C(F)(F)F)N3C=C(N=C3)C)NC4=NC=CC(=N4)C5=CN=CC=C5. Drug 2: CC12CCC3C(C1CCC2O)C(CC4=C3C=CC(=C4)O)CCCCCCCCCS(=O)CCCC(C(F)(F)F)(F)F. (7) Drug 1: CCCS(=O)(=O)NC1=C(C(=C(C=C1)F)C(=O)C2=CNC3=C2C=C(C=N3)C4=CC=C(C=C4)Cl)F. Drug 2: CCC(=C(C1=CC=CC=C1)C2=CC=C(C=C2)OCCN(C)C)C3=CC=CC=C3.C(C(=O)O)C(CC(=O)O)(C(=O)O)O. Cell line: TK-10. Synergy scores: CSS=10.8, Synergy_ZIP=-2.09, Synergy_Bliss=1.33, Synergy_Loewe=1.21, Synergy_HSA=1.22.